From a dataset of Reaction yield outcomes from USPTO patents with 853,638 reactions. Predict the reaction yield, written as a fraction of the theoretical maximum amount of product (1.0 means a 100% yield; for example, 0.34 means a 34% yield). (1) The reactants are [Br:1][C:2]1[CH:7]=[CH:6][C:5]([OH:8])=[C:4]([CH2:9][CH2:10][CH3:11])[C:3]=1[CH2:12][O:13][CH:14]1[CH2:19][CH2:18][CH2:17][CH2:16][O:15]1.[H-].[Na+].[CH3:22][O:23][CH2:24]Cl.O. The catalyst is CN(C)C=O. The product is [Br:1][C:2]1[C:3]([CH2:12][O:13][CH:14]2[CH2:19][CH2:18][CH2:17][CH2:16][O:15]2)=[C:4]([CH2:9][CH2:10][CH3:11])[C:5]([O:8][CH2:22][O:23][CH3:24])=[CH:6][CH:7]=1. The yield is 0.830. (2) The reactants are Br[C:2]1[CH:3]=[CH:4][C:5]([CH3:8])=[N:6][CH:7]=1.CON(C)[C:12]([CH:14]1[CH2:19][CH2:18][N:17]([C:20]([O:22][C:23]([CH3:26])([CH3:25])[CH3:24])=[O:21])[CH2:16][CH2:15]1)=[O:13]. The catalyst is C1COCC1. The product is [CH3:8][C:5]1[CH:4]=[CH:3][C:2]([C:12]([CH:14]2[CH2:19][CH2:18][N:17]([C:20]([O:22][C:23]([CH3:26])([CH3:25])[CH3:24])=[O:21])[CH2:16][CH2:15]2)=[O:13])=[CH:7][N:6]=1. The yield is 0.420. (3) The reactants are [O:1]=[C:2]1[C:10](=[CH:11][C:12]2[NH:13][C:14]3[CH2:15][CH2:16][CH2:17][CH2:18][C:19]=3[C:20]=2[CH2:21][CH2:22][C:23]([OH:25])=O)[C:9]2[C:4](=[CH:5][CH:6]=[CH:7][CH:8]=2)[NH:3]1.C(N1C=CN=C1)(N1C=CN=C1)=O.[NH2:38][CH2:39][CH2:40][N:41]1[CH2:46][CH2:45][O:44][CH2:43][CH2:42]1.O. The catalyst is CN(C)C=O. The product is [N:41]1([CH2:40][CH2:39][NH:38][C:23](=[O:25])[CH2:22][CH2:21][C:20]2[C:19]3[CH2:18][CH2:17][CH2:16][CH2:15][C:14]=3[NH:13][C:12]=2[CH:11]=[C:10]2[C:9]3[C:4](=[CH:5][CH:6]=[CH:7][CH:8]=3)[NH:3][C:2]2=[O:1])[CH2:46][CH2:45][O:44][CH2:43][CH2:42]1. The yield is 0.830. (4) The reactants are C(NC(C)C)(C)C.[Li]CCCC.CCCCCC.[CH:19]1([C:22]([O:24][C:25]([CH3:28])([CH3:27])[CH3:26])=[O:23])[CH2:21][CH2:20]1.[CH:29](=[O:36])[C:30]1[CH:35]=[CH:34][CH:33]=[CH:32][CH:31]=1. The catalyst is C1COCC1. The product is [OH:36][CH:29]([C:30]1[CH:35]=[CH:34][CH:33]=[CH:32][CH:31]=1)[C:19]1([C:22]([O:24][C:25]([CH3:28])([CH3:27])[CH3:26])=[O:23])[CH2:21][CH2:20]1. The yield is 0.578. (5) The reactants are [CH3:1][O:2][C:3](=[O:11])[C:4]1[CH:9]=[CH:8][C:7]([NH2:10])=[N:6][CH:5]=1.[Cl:12][C:13]1[CH:14]=[N:15][CH:16]=[CH:17][C:18]=1[CH:19]=O.C([SiH](CC)CC)C.FC(F)(F)C(O)=O. The catalyst is C(#N)C. The product is [CH3:1][O:2][C:3](=[O:11])[C:4]1[CH:9]=[CH:8][C:7]([NH:10][CH2:19][C:18]2[CH:17]=[CH:16][N:15]=[CH:14][C:13]=2[Cl:12])=[N:6][CH:5]=1. The yield is 0.382. (6) The reactants are [CH3:1][NH:2][C:3]([C:5]1[S:6][CH:7]=[C:8]([CH3:19])[C:9]=1[NH:10][C:11]1[C:16]([Cl:17])=[CH:15][N:14]=[C:13]([Cl:18])[N:12]=1)=[O:4].C(Cl)Cl.[Br:23]N1C(=O)CCC1=O. The catalyst is CC(O)=O. The product is [CH3:1][NH:2][C:3]([C:5]1[S:6][C:7]([Br:23])=[C:8]([CH3:19])[C:9]=1[NH:10][C:11]1[C:16]([Cl:17])=[CH:15][N:14]=[C:13]([Cl:18])[N:12]=1)=[O:4]. The yield is 0.310. (7) The reactants are [Br:1]N1C(=O)CCC1=O.[C:9]([C:13]1[N:18]=[C:17]([OH:19])[C:16]([C:20]#[N:21])=[CH:15][CH:14]=1)([CH3:12])([CH3:11])[CH3:10].O. The catalyst is ClCCCl. The product is [Br:1][C:14]1[CH:15]=[C:16]([C:20]#[N:21])[C:17]([OH:19])=[N:18][C:13]=1[C:9]([CH3:12])([CH3:10])[CH3:11]. The yield is 0.650. (8) The reactants are [CH3:1][C:2]1[C:10]([N+:11]([O-:13])=[O:12])=[CH:9][C:5]([C:6]([OH:8])=[O:7])=[CH:4][C:3]=1[N+:14]([O-:16])=[O:15].S(Cl)(Cl)=O.[CH3:21]O. No catalyst specified. The product is [CH3:1][C:2]1[C:10]([N+:11]([O-:13])=[O:12])=[CH:9][C:5]([C:6]([O:8][CH3:21])=[O:7])=[CH:4][C:3]=1[N+:14]([O-:16])=[O:15]. The yield is 0.900. (9) The reactants are [CH3:1][O:2][CH2:3][CH2:4][O:5][C:6](=[O:31])[NH:7][C@H:8]([C:13]([NH:15][C@@H:16]([CH2:24][C:25]1[CH:30]=[CH:29][CH:28]=[CH:27][CH:26]=1)[CH:17]([OH:23])[C:18]([NH:20][CH2:21][CH3:22])=[O:19])=[O:14])[CH2:9][CH:10]([CH3:12])[CH3:11].CC(OI1(OC(C)=O)(OC(C)=O)OC(=O)C2C=CC=CC1=2)=O.[O-]S([O-])(=S)=O.[Na+].[Na+].C([O-])(O)=O.[Na+]. The catalyst is C(Cl)Cl. The product is [CH3:1][O:2][CH2:3][CH2:4][O:5][C:6](=[O:31])[NH:7][C@H:8]([C:13]([NH:15][C@@H:16]([CH2:24][C:25]1[CH:30]=[CH:29][CH:28]=[CH:27][CH:26]=1)[C:17](=[O:23])[C:18](=[O:19])[NH:20][CH2:21][CH3:22])=[O:14])[CH2:9][CH:10]([CH3:12])[CH3:11]. The yield is 0.880.